Predict the reactants needed to synthesize the given product. From a dataset of Full USPTO retrosynthesis dataset with 1.9M reactions from patents (1976-2016). (1) Given the product [NH2:16][C:6]1[CH:5]=[C:4]([C:46]([F:49])([F:47])[CH3:44])[N:9]=[C:8]([C:10]([O:12][CH3:13])=[O:11])[C:7]=1[O:14][CH3:15], predict the reactants needed to synthesize it. The reactants are: C([C:4]1[N:9]=[C:8]([C:10]([O:12][CH3:13])=[O:11])[C:7]([O:14][CH3:15])=[C:6]([N:16](C(OC(C)(C)C)=O)C(OC(C)(C)C)=O)[CH:5]=1)(=O)C.COCCN(S(F)(F)F)CCOC.[C:44](O)([C:46]([F:49])(F)[F:47])=O. (2) Given the product [CH:1]1([CH2:4][CH:5]([C:14]2[CH:19]=[CH:18][C:17]([N+:20]([O-:22])=[O:21])=[CH:16][N:15]=2)[C:6]([O:8][CH3:9])=[O:7])[CH2:2][CH2:3]1, predict the reactants needed to synthesize it. The reactants are: [CH:1]1([CH2:4][C:5]([C:14]2[CH:19]=[CH:18][C:17]([N+:20]([O-:22])=[O:21])=[CH:16][N:15]=2)(C(OC)=O)[C:6]([O:8][CH3:9])=[O:7])[CH2:3][CH2:2]1.[Cl-].[Li+].O. (3) Given the product [Cl:13][C:14]1[CH:15]=[C:16]([C:42]([O:44][CH3:1])=[O:43])[C:17]2[C:18]([CH:41]=1)=[N:19][N:20]([CH2:22][C:23]([C:39]#[N:40])([NH:25][C:26]([C:28]1[CH:29]=[CH:30][C:31]([O:34][C:35]([F:37])([F:36])[F:38])=[CH:32][CH:33]=1)=[O:27])[CH3:24])[N:21]=2, predict the reactants needed to synthesize it. The reactants are: [CH3:1]COCC.C[Si](C=[N+]=[N-])(C)C.[Cl:13][C:14]1[CH:15]=[C:16]([C:42]([OH:44])=[O:43])[C:17]2[C:18]([CH:41]=1)=[N:19][N:20]([CH2:22][C:23]([C:39]#[N:40])([NH:25][C:26]([C:28]1[CH:33]=[CH:32][C:31]([O:34][C:35]([F:38])([F:37])[F:36])=[CH:30][CH:29]=1)=[O:27])[CH3:24])[N:21]=2.